This data is from Reaction yield outcomes from USPTO patents with 853,638 reactions. The task is: Predict the reaction yield, written as a fraction of the theoretical maximum amount of product (1.0 means a 100% yield; for example, 0.34 means a 34% yield). (1) The reactants are [C:1]([O:5][C:6]([NH:8][CH2:9][CH2:10][CH2:11][O:12][C:13]1[CH:22]=[C:21](F)[CH:20]=[CH:19][C:14]=1[C:15]([O:17][CH3:18])=[O:16])=[O:7])([CH3:4])([CH3:3])[CH3:2].[NH:24]1[CH2:29][CH2:28][O:27][CH2:26][CH2:25]1. No catalyst specified. The product is [C:1]([O:5][C:6]([NH:8][CH2:9][CH2:10][CH2:11][O:12][C:13]1[CH:22]=[C:21]([N:24]2[CH2:29][CH2:28][O:27][CH2:26][CH2:25]2)[CH:20]=[CH:19][C:14]=1[C:15]([O:17][CH3:18])=[O:16])=[O:7])([CH3:4])([CH3:3])[CH3:2]. The yield is 0.160. (2) The reactants are [Cl:1][C:2]1[C:7]([CH2:8][C:9]#N)=[CH:6][CH:5]=[CH:4][N:3]=1.S(=O)(=O)(O)[OH:12].[OH2:16]. No catalyst specified. The product is [Cl:1][C:2]1[C:7]([CH2:8][C:9]([OH:12])=[O:16])=[CH:6][CH:5]=[CH:4][N:3]=1. The yield is 0.800. (3) The product is [Cl:14][C:15]1[CH:23]=[CH:22][CH:21]=[C:20]2[C:16]=1[C:17]([CH2:25][NH:6][CH3:5])=[CH:18][N:19]2[CH3:24]. The reactants are BrC1C=C[C:5](NCC(OC)=O)=[N:6]C=1.[Cl:14][C:15]1[CH:23]=[CH:22][CH:21]=[C:20]2[C:16]=1[C:17]([CH:25]=O)=[CH:18][N:19]2[CH3:24].CN1C2C(=CC=CC=2)C(C)=C1C=O. The yield is 0.780. No catalyst specified. (4) The reactants are [F:1][C:2]1[C:15]2[N:14]([C:16]([O:18][CH2:19][CH3:20])=[O:17])[CH2:13][C:12]3[C:8]4=[C:9]([C:28](=[O:32])[N:29]([CH3:31])[CH:30]=[C:7]4[C:6]=2[CH:5]=[C:4]([F:33])[CH:3]=1)[N:10](C(OC(C)(C)C)=O)[CH:11]=3.C(O)(C(F)(F)F)=O. The catalyst is ClCCl. The product is [F:1][C:2]1[C:15]2[N:14]([C:16]([O:18][CH2:19][CH3:20])=[O:17])[CH2:13][C:12]3[C:8]4=[C:9]([C:28](=[O:32])[N:29]([CH3:31])[CH:30]=[C:7]4[C:6]=2[CH:5]=[C:4]([F:33])[CH:3]=1)[NH:10][CH:11]=3. The yield is 0.960.